Dataset: Peptide-MHC class I binding affinity with 185,985 pairs from IEDB/IMGT. Task: Regression. Given a peptide amino acid sequence and an MHC pseudo amino acid sequence, predict their binding affinity value. This is MHC class I binding data. (1) The peptide sequence is KLITQPLPA. The MHC is HLA-B46:01 with pseudo-sequence HLA-B46:01. The binding affinity (normalized) is 0.0847. (2) The MHC is HLA-A03:01 with pseudo-sequence HLA-A03:01. The binding affinity (normalized) is 0.213. The peptide sequence is TRQQTSFPF. (3) The peptide sequence is MLREGNQAF. The MHC is HLA-A69:01 with pseudo-sequence HLA-A69:01. The binding affinity (normalized) is 0.0847.